Dataset: Forward reaction prediction with 1.9M reactions from USPTO patents (1976-2016). Task: Predict the product of the given reaction. Given the reactants C(NC(C)C)(C)C.C([Li])CCC.CCCCCC.[Cl:19][C:20]1[CH:25]=[C:24]([CH:26]([O:29][CH3:30])[O:27][CH3:28])[CH:23]=[C:22]([Cl:31])[N:21]=1.[C:32](Cl)(=[O:35])[O:33][CH3:34], predict the reaction product. The product is: [Cl:31][C:22]1[N:21]=[C:20]([Cl:19])[CH:25]=[C:24]([CH:26]([O:27][CH3:28])[O:29][CH3:30])[C:23]=1[C:32]([O:33][CH3:34])=[O:35].